From a dataset of Full USPTO retrosynthesis dataset with 1.9M reactions from patents (1976-2016). Predict the reactants needed to synthesize the given product. (1) Given the product [OH:29][C:28]1[C:27]2[C:22](=[N:23][CH:24]=[CH:25][CH:26]=2)[NH:21][C:20](=[O:30])[C:19]=1[C:16](=[O:18])[CH:17]=[CH:11][C:10]1[CH:13]=[CH:14][CH:15]=[C:8]([C:6]([NH:5][CH2:4][CH2:3][O:2][CH3:1])=[O:7])[CH:9]=1, predict the reactants needed to synthesize it. The reactants are: [CH3:1][O:2][CH2:3][CH2:4][NH:5][C:6]([C:8]1[CH:9]=[C:10]([CH:13]=[CH:14][CH:15]=1)[CH:11]=O)=[O:7].[C:16]([C:19]1[C:20](=[O:30])[NH:21][C:22]2[C:27]([C:28]=1[OH:29])=[CH:26][CH:25]=[CH:24][N:23]=2)(=[O:18])[CH3:17].N1CCCCC1.CN(C)C=O. (2) The reactants are: [C:1]([C:4]1[CH:5]=[CH:6][C:7]([O:10][CH3:11])=[N:8][CH:9]=1)(=[O:3])[CH3:2].[Cl:12][C:13]1[CH:20]=[CH:19][C:18]([Cl:21])=[CH:17][C:14]=1[CH:15]=O.[OH-].[K+]. Given the product [Cl:12][C:13]1[CH:20]=[CH:19][C:18]([Cl:21])=[CH:17][C:14]=1/[CH:15]=[CH:2]/[C:1]([C:4]1[CH:9]=[N:8][C:7]([O:10][CH3:11])=[CH:6][CH:5]=1)=[O:3], predict the reactants needed to synthesize it.